This data is from Peptide-MHC class I binding affinity with 185,985 pairs from IEDB/IMGT. The task is: Regression. Given a peptide amino acid sequence and an MHC pseudo amino acid sequence, predict their binding affinity value. This is MHC class I binding data. (1) The peptide sequence is ALLPAPITL. The MHC is HLA-A02:01 with pseudo-sequence HLA-A02:01. The binding affinity (normalized) is 0.549. (2) The MHC is HLA-A24:02 with pseudo-sequence HLA-A24:02. The peptide sequence is AGFVAGLTY. The binding affinity (normalized) is 0. (3) The peptide sequence is TPDYPLIDI. The binding affinity (normalized) is 0.748. The MHC is HLA-B51:01 with pseudo-sequence HLA-B51:01. (4) The peptide sequence is ISLTYKPS. The MHC is H-2-Kb with pseudo-sequence H-2-Kb. The binding affinity (normalized) is 0.494. (5) The peptide sequence is ILARNEEGR. The MHC is HLA-A11:01 with pseudo-sequence HLA-A11:01. The binding affinity (normalized) is 0. (6) The peptide sequence is DPSMLRTTA. The MHC is HLA-A02:01 with pseudo-sequence HLA-A02:01. The binding affinity (normalized) is 0.0847. (7) The peptide sequence is GLSRYVARV. The MHC is HLA-A02:02 with pseudo-sequence HLA-A02:02. The binding affinity (normalized) is 0.779. (8) The peptide sequence is RLPKRSVML. The MHC is HLA-A24:02 with pseudo-sequence HLA-A24:02. The binding affinity (normalized) is 0.635. (9) The peptide sequence is GMLRFANPL. The MHC is HLA-B15:01 with pseudo-sequence HLA-B15:01. The binding affinity (normalized) is 0.313.